The task is: Predict which catalyst facilitates the given reaction.. This data is from Catalyst prediction with 721,799 reactions and 888 catalyst types from USPTO. (1) Reactant: CC(C)([O-])C.[K+].[F:7]/[C:8](/[C:20]1[CH:24]=[C:23]([CH3:25])[NH:22][N:21]=1)=[CH:9]\[C:10]1[CH:15]=[CH:14][C:13]([Si:16]([CH3:19])([CH3:18])[CH3:17])=[CH:12][CH:11]=1.[Cl:26][C:27]1[CH:32]=[C:31]([CH2:33]Cl)[CH:30]=[CH:29][N:28]=1.C(OCC)(=O)C. Product: [Cl:26][C:27]1[CH:32]=[C:31]([CH2:33][N:22]2[C:23]([CH3:25])=[CH:24][C:20](/[C:8](/[F:7])=[CH:9]/[C:10]3[CH:11]=[CH:12][C:13]([Si:16]([CH3:17])([CH3:18])[CH3:19])=[CH:14][CH:15]=3)=[N:21]2)[CH:30]=[CH:29][N:28]=1. The catalyst class is: 20. (2) Reactant: [O:1]1[CH2:6][CH2:5][CH:4]([C:7]([OH:9])=O)[CH2:3][CH2:2]1.[Cl:10][C:11]1[CH:12]=[CH:13][C:14]([O:25][CH2:26][C:27]2[CH:32]=[CH:31][CH:30]=[CH:29][CH:28]=2)=[C:15]([CH2:17][C:18]2[N:23]=[C:22]([NH2:24])[CH:21]=[CH:20][CH:19]=2)[CH:16]=1.CCN=C=NCCCN(C)C.C1C=CC2N(O)N=NC=2C=1. Product: [Cl:10][C:11]1[CH:12]=[CH:13][C:14]([O:25][CH2:26][C:27]2[CH:32]=[CH:31][CH:30]=[CH:29][CH:28]=2)=[C:15]([CH2:17][C:18]2[N:23]=[C:22]([NH:24][C:7]([CH:4]3[CH2:3][CH2:2][O:1][CH2:6][CH2:5]3)=[O:9])[CH:21]=[CH:20][CH:19]=2)[CH:16]=1. The catalyst class is: 4. (3) The catalyst class is: 38. Reactant: [CH2:1]([N:4]1[C:12]2[C:11](Cl)=[N:10][CH:9]=[N:8][C:7]=2[C:6]([C:14]([C:20]2[CH:21]=[C:22]3[C:26](=[CH:27][CH:28]=2)[N:25]([C:29]2[CH:34]=[CH:33][C:32]([F:35])=[CH:31][CH:30]=2)[N:24]=[CH:23]3)([OH:19])[C:15]([F:18])([F:17])[F:16])=[CH:5]1)[CH:2]=[CH2:3].FC(F)(F)C(O)=[O:39].C(=O)(O)[O-].[Na+]. Product: [CH2:1]([N:4]1[C:12]2[C:11](=[O:39])[NH:10][CH:9]=[N:8][C:7]=2[C:6]([C:14]([C:20]2[CH:21]=[C:22]3[C:26](=[CH:27][CH:28]=2)[N:25]([C:29]2[CH:34]=[CH:33][C:32]([F:35])=[CH:31][CH:30]=2)[N:24]=[CH:23]3)([OH:19])[C:15]([F:18])([F:17])[F:16])=[CH:5]1)[CH:2]=[CH2:3]. (4) Reactant: [Br:1][C:2]1[CH:3]=[N:4][C:5]([C:8]2[CH:13]=[CH:12][CH:11]=[C:10]([CH2:14]Br)[N:9]=2)=[N:6][CH:7]=1.C(=O)([O-])[O-].[Cs+].[Cs+].[O:22]=[C:23]1[NH:28][N:27]=[C:26]([C:29]2[CH:30]=[C:31]([CH:34]=[CH:35][CH:36]=2)[C:32]#[N:33])[CH:25]=[CH:24]1.O. Product: [Br:1][C:2]1[CH:3]=[N:4][C:5]([C:8]2[N:9]=[C:10]([CH2:14][N:28]3[C:23](=[O:22])[CH:24]=[CH:25][C:26]([C:29]4[CH:30]=[C:31]([CH:34]=[CH:35][CH:36]=4)[C:32]#[N:33])=[N:27]3)[CH:11]=[CH:12][CH:13]=2)=[N:6][CH:7]=1. The catalyst class is: 3. (5) Reactant: [N:1]1[CH:6]=[CH:5][CH:4]=[C:3]([NH:7][C:8]([C:10]2[CH:11]=[CH:12][CH:13]=[C:14]3[O:18][C:17]([NH:19][CH:20]4[CH2:25][CH2:24][NH:23][CH2:22][CH2:21]4)=[N:16][C:15]=23)=[O:9])[CH:2]=1.[CH2:26]([O:28][C:29]1[CH:30]=[C:31]([CH:34]=[C:35]([O:42][CH2:43][CH3:44])[C:36]=1[N:37]1[CH:41]=[CH:40][CH:39]=[CH:38]1)[CH:32]=O)[CH3:27].C([BH3-])#N.[Na+].C(N(C(C)C)C(C)C)C. Product: [N:1]1[CH:6]=[CH:5][CH:4]=[C:3]([NH:7][C:8]([C:10]2[CH:11]=[CH:12][CH:13]=[C:14]3[O:18][C:17]([NH:19][CH:20]4[CH2:21][CH2:22][N:23]([CH2:32][C:31]5[CH:34]=[C:35]([O:42][CH2:43][CH3:44])[C:36]([N:37]6[CH:41]=[CH:40][CH:39]=[CH:38]6)=[C:29]([O:28][CH2:26][CH3:27])[CH:30]=5)[CH2:24][CH2:25]4)=[N:16][C:15]=23)=[O:9])[CH:2]=1. The catalyst class is: 212. (6) Reactant: [Cl:1][C:2]1[CH:25]=[CH:24][C:5]([CH2:6][NH:7][C:8]([C:10]2[C:11](=[O:23])[C:12]3[S:19][C:18]([CH2:20]Cl)=[C:17]([CH3:22])[C:13]=3[N:14]([CH3:16])[CH:15]=2)=[O:9])=[CH:4][CH:3]=1.[CH3:26][NH:27][CH2:28][CH:29]([C:31]1[N:36]=[CH:35][CH:34]=[CH:33][N:32]=1)[OH:30].C(N(C(C)C)CC)(C)C. Product: [Cl:1][C:2]1[CH:25]=[CH:24][C:5]([CH2:6][NH:7][C:8]([C:10]2[C:11](=[O:23])[C:12]3[S:19][C:18]([CH2:20][N:27]([CH2:28][CH:29]([OH:30])[C:31]4[N:32]=[CH:33][CH:34]=[CH:35][N:36]=4)[CH3:26])=[C:17]([CH3:22])[C:13]=3[N:14]([CH3:16])[CH:15]=2)=[O:9])=[CH:4][CH:3]=1. The catalyst class is: 18.